This data is from Peptide-MHC class I binding affinity with 185,985 pairs from IEDB/IMGT. The task is: Regression. Given a peptide amino acid sequence and an MHC pseudo amino acid sequence, predict their binding affinity value. This is MHC class I binding data. The peptide sequence is AYASIPALL. The MHC is H-2-Kd with pseudo-sequence H-2-Kd. The binding affinity (normalized) is 0.543.